Predict the reactants needed to synthesize the given product. From a dataset of Full USPTO retrosynthesis dataset with 1.9M reactions from patents (1976-2016). (1) Given the product [OH:17][C:7]1[CH:8]=[CH:9][C:10]([CH3:15])=[C:11]([CH:14]=1)[C:12]#[N:13], predict the reactants needed to synthesize it. The reactants are: S(=O)(=O)(O)O.N[C:7]1[CH:8]=[CH:9][C:10]([CH3:15])=[C:11]([CH:14]=1)[C:12]#[N:13].N([O-])=[O:17].[Na+].NC(N)=O.S([O-])([O-])(=O)=O.[Na+].[Na+]. (2) Given the product [F:24][C:22]1[CH:21]=[CH:20][C:19]([CH2:25][C:26]2[CH:31]=[CH:30][CH:29]=[C:28]([O:32][CH3:33])[CH:27]=2)=[C:18]2[C:23]=1[C@H:15]([O:14][C:12]1[CH:11]=[CH:10][C:9]3[C@H:5]([CH2:4][C:3]([OH:34])=[O:2])[CH2:6][O:7][C:8]=3[CH:13]=1)[CH2:16][CH2:17]2, predict the reactants needed to synthesize it. The reactants are: C[O:2][C:3](=[O:34])[CH2:4][C@H:5]1[C:9]2[CH:10]=[CH:11][C:12]([O:14][C@H:15]3[C:23]4[C:18](=[C:19]([CH2:25][C:26]5[CH:31]=[CH:30][CH:29]=[C:28]([O:32][CH3:33])[CH:27]=5)[CH:20]=[CH:21][C:22]=4[F:24])[CH2:17][CH2:16]3)=[CH:13][C:8]=2[O:7][CH2:6]1.[OH-].[Na+].Cl.CC#N.O. (3) Given the product [CH2:10]([O:12][C:13]([C:14]1[S:8][C:1]([C:2]2[CH:3]=[N:4][CH:5]=[CH:6][CH:7]=2)=[N:9][C:15]=1[CH3:16])=[O:19])[CH3:11], predict the reactants needed to synthesize it. The reactants are: [C:1]([NH2:9])(=[S:8])[C:2]1[CH:7]=[CH:6][CH:5]=[N:4][CH:3]=1.[CH2:10]([O:12][C:13](=[O:19])[CH:14](Cl)[C:15](=O)[CH3:16])[CH3:11]. (4) Given the product [F:1][C:2]1[CH:10]=[C:9]([CH3:11])[CH:8]=[CH:7][C:3]=1[C:4]([O:6][CH3:17])=[O:5], predict the reactants needed to synthesize it. The reactants are: [F:1][C:2]1[CH:10]=[C:9]([CH3:11])[CH:8]=[CH:7][C:3]=1[C:4]([OH:6])=[O:5].S(=O)(=O)(O)O.[CH3:17]O. (5) The reactants are: [Cl:1][C:2]1[CH:7]=[CH:6][C:5]([CH:8]([C:13]2[C:21]3[C:16](=[C:17](I)[CH:18]=[CH:19][CH:20]=3)[NH:15][N:14]=2)[CH2:9][CH2:10][C:11]#[N:12])=[C:4]([F:23])[CH:3]=1.[N:24]1[CH:29]=[CH:28][CH:27]=[C:26](B(O)O)[CH:25]=1.C([O-])(O)=O.[Na+]. Given the product [Cl:1][C:2]1[CH:7]=[CH:6][C:5]([CH:8]([C:13]2[C:21]3[C:16](=[C:17]([C:26]4[CH:25]=[N:24][CH:29]=[CH:28][CH:27]=4)[CH:18]=[CH:19][CH:20]=3)[NH:15][N:14]=2)[CH2:9][CH2:10][C:11]#[N:12])=[C:4]([F:23])[CH:3]=1, predict the reactants needed to synthesize it. (6) Given the product [CH3:12][C:2]1[C:3]([C:6]2[CH:11]=[CH:10][CH:9]=[CH:8][CH:7]=2)=[C:4]([NH2:5])[NH:14][N:13]=1, predict the reactants needed to synthesize it. The reactants are: O=[C:2]([CH3:12])[CH:3]([C:6]1[CH:11]=[CH:10][CH:9]=[CH:8][CH:7]=1)[C:4]#[N:5].[NH2:13][NH2:14].O.C(O)(=O)C. (7) Given the product [CH2:1]([O:3][C:4]([C:6]12[CH2:8][CH:7]1[CH:9]=[CH:10][CH2:42][CH2:41][CH2:40][CH2:39][CH2:38][N:28]([CH2:29][C:30]1[CH:35]=[CH:34][C:33]([O:36][CH3:37])=[CH:32][CH:31]=1)[C:27](=[O:45])[N:15]1[CH:14]([CH2:18][CH:17]([O:19][Si:20]([C:23]([CH3:25])([CH3:24])[CH3:26])([CH3:22])[CH3:21])[CH2:16]1)[C:12](=[O:13])[NH:11]2)=[O:5])[CH3:2], predict the reactants needed to synthesize it. The reactants are: [CH2:1]([O:3][C:4]([C:6]1([NH:11][C:12]([CH:14]2[CH2:18][CH:17]([O:19][Si:20]([C:23]([CH3:26])([CH3:25])[CH3:24])([CH3:22])[CH3:21])[CH2:16][N:15]2[C:27](=[O:45])[N:28]([CH2:38][CH2:39][CH2:40][CH2:41][CH2:42]C=C)[CH2:29][C:30]2[CH:35]=[CH:34][C:33]([O:36][CH3:37])=[CH:32][CH:31]=2)=[O:13])[CH2:8][CH:7]1[CH:9]=[CH2:10])=[O:5])[CH3:2]. (8) Given the product [CH:10]1[C:11]2[CH:12]([CH2:14][O:15][C:16]([NH:18][CH:19]([C:24](=[O:26])[CH3:25])[C:20]([O:22][CH3:23])=[O:21])=[O:17])[C:13]3[C:5](=[CH:4][CH:3]=[CH:2][CH:1]=3)[C:6]=2[CH:7]=[CH:8][CH:9]=1, predict the reactants needed to synthesize it. The reactants are: [CH:1]1[C:13]2[CH:12]([CH2:14][O:15][C:16]([NH:18][CH:19]([CH:24]([OH:26])[CH3:25])[C:20]([O:22][CH3:23])=[O:21])=[O:17])[C:11]3[C:6](=[CH:7][CH:8]=[CH:9][CH:10]=3)[C:5]=2[CH:4]=[CH:3][CH:2]=1.CC(OI1(OC(C)=O)(OC(C)=O)OC(=O)C2C=CC=CC1=2)=O.C(=O)([O-])[O-].[Na+].[Na+].S([O-])([O-])=O.[Na+].[Na+].